Binary Classification. Given a drug SMILES string, predict its activity (active/inactive) in a high-throughput screening assay against a specified biological target. From a dataset of Cav3 T-type calcium channel HTS with 100,875 compounds. The molecule is o1c2c(c(c1c1ccc(OC)cc1)C#Cc1ccc(OC)cc1)cc(c1cc3OCOc3cc1)cc2. The result is 0 (inactive).